From a dataset of Full USPTO retrosynthesis dataset with 1.9M reactions from patents (1976-2016). Predict the reactants needed to synthesize the given product. Given the product [NH2:3][C:12]1[CH:19]=[CH:18][C:15]([C:16]#[N:17])=[C:14]([S:20]([F:25])([F:21])([F:22])([F:23])[F:24])[CH:13]=1.[CH2:29]([N:3]([C:12]1[CH:19]=[CH:18][C:15]([C:16]#[N:17])=[C:14]([S:20]([F:24])([F:25])([F:21])([F:22])[F:23])[CH:13]=1)[C:4](=[O:11])[C:5]1[C:10](=[CH:9][CH:8]=[CH:7][CH:6]=1)[C:2]([NH2:27])=[O:1])[CH3:30], predict the reactants needed to synthesize it. The reactants are: [O:1]=[C:2]1[C:10]2[C:5](=[CH:6][CH:7]=[CH:8][CH:9]=2)[C:4](=[O:11])[N:3]1[C:12]1[CH:19]=[CH:18][C:15]([C:16]#[N:17])=[C:14]([S:20]([F:25])([F:24])([F:23])([F:22])[F:21])[CH:13]=1.O.[NH2:27]N.[CH2:29](O)[CH3:30].